From a dataset of Catalyst prediction with 721,799 reactions and 888 catalyst types from USPTO. Predict which catalyst facilitates the given reaction. Reactant: [Cl:1][C:2]1[CH:3]=[C:4]([N:9]2[CH2:15][C@@H:14]3[C@@H:11]([CH2:12][NH:13]3)[CH2:10]2)[CH:5]=[N:6][C:7]=1[Cl:8].[C:16]([OH:28])(=[O:27])[CH2:17][C:18]([CH2:23][C:24]([OH:26])=[O:25])([C:20]([OH:22])=[O:21])[OH:19].O.N. Product: [C:16]([OH:28])(=[O:27])[CH2:17][C:18]([CH2:23][C:24]([OH:26])=[O:25])([C:20]([OH:22])=[O:21])[OH:19].[Cl:1][C:2]1[CH:3]=[C:4]([N:9]2[CH2:15][C@@H:14]3[C@@H:11]([CH2:12][NH:13]3)[CH2:10]2)[CH:5]=[N:6][C:7]=1[Cl:8].[Cl:1][C:2]1[CH:3]=[C:4]([N:9]2[CH2:15][C@@H:14]3[C@@H:11]([CH2:12][NH:13]3)[CH2:10]2)[CH:5]=[N:6][C:7]=1[Cl:8]. The catalyst class is: 36.